Dataset: TCR-epitope binding with 47,182 pairs between 192 epitopes and 23,139 TCRs. Task: Binary Classification. Given a T-cell receptor sequence (or CDR3 region) and an epitope sequence, predict whether binding occurs between them. The epitope is SGPLKAEIAQRLED. The TCR CDR3 sequence is CASSPGLAGGASYEQYF. Result: 0 (the TCR does not bind to the epitope).